Dataset: Forward reaction prediction with 1.9M reactions from USPTO patents (1976-2016). Task: Predict the product of the given reaction. The product is: [F:25][C:22]([F:23])([F:24])[C:19]1[CH:20]=[C:21]2[C:16](=[CH:17][CH:18]=1)[N:15]([CH3:26])[N:14]=[C:13]2[NH:12][C:2]1[CH:11]=[N:10][CH:9]=[CH:8][C:3]=1[C:4]([OH:6])=[O:5]. Given the reactants Br[C:2]1[CH:11]=[N:10][CH:9]=[CH:8][C:3]=1[C:4]([O:6]C)=[O:5].[NH2:12][C:13]1[C:21]2[C:16](=[CH:17][CH:18]=[C:19]([C:22]([F:25])([F:24])[F:23])[CH:20]=2)[N:15]([CH3:26])[N:14]=1, predict the reaction product.